Dataset: Peptide-MHC class II binding affinity with 134,281 pairs from IEDB. Task: Regression. Given a peptide amino acid sequence and an MHC pseudo amino acid sequence, predict their binding affinity value. This is MHC class II binding data. (1) The peptide sequence is AFILDGDNGFPKV. The MHC is DRB1_0401 with pseudo-sequence DRB1_0401. The binding affinity (normalized) is 0.672. (2) The peptide sequence is KAFVLDSDNLIPKVV. The MHC is DRB1_1101 with pseudo-sequence DRB1_1101. The binding affinity (normalized) is 0.347. (3) The peptide sequence is TTGAYSNASSTESASY. The MHC is H-2-IAb with pseudo-sequence H-2-IAb. The binding affinity (normalized) is 0.738. (4) The peptide sequence is ISEAGQAMASTEGNV. The MHC is HLA-DPA10201-DPB10101 with pseudo-sequence HLA-DPA10201-DPB10101. The binding affinity (normalized) is 0.0627.